The task is: Predict the reactants needed to synthesize the given product.. This data is from Full USPTO retrosynthesis dataset with 1.9M reactions from patents (1976-2016). (1) Given the product [OH:1][C:2]1[C:11]2[C:6](=[N:7][CH:8]=[CH:9][CH:10]=2)[N:5]([CH2:12][CH2:13][CH:14]([CH3:15])[CH3:16])[C:4](=[O:17])[C:3]=1[C:18]1[NH:23][C:22]2[CH:24]=[CH:25][C:26]([NH:28][S:29]([NH:32][CH2:33][CH2:42][C:43]([NH2:45])=[O:44])(=[O:31])=[O:30])=[CH:27][C:21]=2[S:20](=[O:39])(=[O:38])[N:19]=1, predict the reactants needed to synthesize it. The reactants are: [OH:1][C:2]1[C:11]2[C:6](=[N:7][CH:8]=[CH:9][CH:10]=2)[N:5]([CH2:12][CH2:13][CH:14]([CH3:16])[CH3:15])[C:4](=[O:17])[C:3]=1[C:18]1[NH:23][C:22]2[CH:24]=[CH:25][C:26]([NH:28][S:29]([N:32]3CCO[C:33]3=O)(=[O:31])=[O:30])=[CH:27][C:21]=2[S:20](=[O:39])(=[O:38])[N:19]=1.Cl.N[CH2:42][C:43]([NH2:45])=[O:44].C(=O)([O-])[O-].[K+].[K+]. (2) Given the product [NH2:14][C:12]([CH3:17])([CH3:13])[CH2:11][CH2:10][CH2:9][N:8]1[C:4]2[CH:3]=[C:2]([F:1])[CH:21]=[CH:20][C:5]=2[N:6]([CH3:19])[C:7]1=[O:18], predict the reactants needed to synthesize it. The reactants are: [F:1][C:2]1[CH:21]=[CH:20][C:5]2[N:6]([CH3:19])[C:7](=[O:18])[N:8]([CH2:9][CH2:10][CH2:11][C:12]([CH3:17])([N+:14]([O-])=O)[CH3:13])[C:4]=2[CH:3]=1.[H][H].C(O)C.Cl.